Predict the product of the given reaction. From a dataset of Forward reaction prediction with 1.9M reactions from USPTO patents (1976-2016). (1) Given the reactants [N+:1]([C:4]1[CH:5]=[C:6]2[C:11]([NH:12][C:13]3[CH:18]=[CH:17][CH:16]=[CH:15][CH:14]=3)=[C:10]([C:19]#[N:20])[CH:9]=[N:8][N:7]2[CH:21]=1)([O-:3])=[O:2].[OH-:22].[NH4+].OO, predict the reaction product. The product is: [N+:1]([C:4]1[CH:5]=[C:6]2[C:11]([NH:12][C:13]3[CH:18]=[CH:17][CH:16]=[CH:15][CH:14]=3)=[C:10]([C:19]([NH2:20])=[O:22])[CH:9]=[N:8][N:7]2[CH:21]=1)([O-:3])=[O:2]. (2) Given the reactants [NH2:1][C@H:2]1[CH2:7][CH2:6][CH2:5][N:4]([CH2:8][C:9]2[C:30]([C:31]([F:34])([F:33])[F:32])=[CH:29][C:12]([C:13]([NH:15][CH2:16][C:17]3[CH:22]=[C:21]([Cl:23])[CH:20]=[CH:19][C:18]=3[S:24]([CH2:27][CH3:28])(=[O:26])=[O:25])=[O:14])=[CH:11][C:10]=2[Br:35])[CH2:3]1.CC(OC([NH:43][CH2:44][CH2:45][C:46](O)=[O:47])=O)(C)C, predict the reaction product. The product is: [NH2:43][CH2:44][CH2:45][C:46]([NH:1][C@H:2]1[CH2:7][CH2:6][CH2:5][N:4]([CH2:8][C:9]2[C:30]([C:31]([F:34])([F:33])[F:32])=[CH:29][C:12]([C:13]([NH:15][CH2:16][C:17]3[CH:22]=[C:21]([Cl:23])[CH:20]=[CH:19][C:18]=3[S:24]([CH2:27][CH3:28])(=[O:26])=[O:25])=[O:14])=[CH:11][C:10]=2[Br:35])[CH2:3]1)=[O:47].